Dataset: Forward reaction prediction with 1.9M reactions from USPTO patents (1976-2016). Task: Predict the product of the given reaction. (1) Given the reactants [Cl:1][C:2]1[CH:10]=[C:9]2[C:5]([C:6]([C:20]#[N:21])=[C:7]([C:12]3[CH:13]=[N:14][CH:15]=[C:16]([CH:18]=O)[CH:17]=3)[N:8]2[CH3:11])=[CH:4][CH:3]=1.[CH3:22][S:23]([NH2:26])(=[O:25])=[O:24].C(O)(=O)C.C(N(CC)CC)C.[BH-](OC(C)=O)(OC(C)=O)OC(C)=O.[Na+].C([O-])(O)=O.[Na+], predict the reaction product. The product is: [Cl:1][C:2]1[CH:10]=[C:9]2[C:5]([C:6]([C:20]#[N:21])=[C:7]([C:12]3[CH:17]=[C:16]([CH2:18][NH:26][S:23]([CH3:22])(=[O:25])=[O:24])[CH:15]=[N:14][CH:13]=3)[N:8]2[CH3:11])=[CH:4][CH:3]=1. (2) Given the reactants [CH2:1]([C:5]1[C:9]([CH2:10][OH:11])=[CH:8][N:7]([C:12]2[CH:17]=[CH:16][C:15]([C:18]([F:21])([F:20])[F:19])=[CH:14][N:13]=2)[N:6]=1)[CH2:2][CH2:3][CH3:4], predict the reaction product. The product is: [CH2:1]([C:5]1[C:9]([CH:10]=[O:11])=[CH:8][N:7]([C:12]2[CH:17]=[CH:16][C:15]([C:18]([F:19])([F:20])[F:21])=[CH:14][N:13]=2)[N:6]=1)[CH2:2][CH2:3][CH3:4]. (3) The product is: [OH:22][C:23]1[CH:24]=[CH:25][C:26]([C:29]([C:32]2[CH:33]=[CH:34][C:35]([OH:38])=[CH:36][CH:37]=2)([CH3:31])[CH3:30])=[CH:27][CH:28]=1.[CH2:1]1[O:12][CH:2]1[CH3:3]. Given the reactants [C:1]([OH:12])(=O)[C:2]1C=C[C:2]([C:1]([OH:12])=O)=[CH:3][CH:3]=1.C(O)(=O)C1C=CC=CC=1.[OH:22][C:23]1[CH:28]=[CH:27][C:26]([C:29]([C:32]2[CH:37]=[CH:36][C:35]([OH:38])=[CH:34][CH:33]=2)([CH3:31])[CH3:30])=[CH:25][CH:24]=1, predict the reaction product. (4) Given the reactants [Br:1][C:2]1[CH:3]=[C:4]([O:11]C)[C:5]2[N:6]([N:8]=[CH:9][CH:10]=2)[CH:7]=1.Br.[OH-].[Na+], predict the reaction product. The product is: [Br:1][C:2]1[CH:3]=[C:4]([OH:11])[C:5]2[N:6]([N:8]=[CH:9][CH:10]=2)[CH:7]=1. (5) Given the reactants [CH3:1][C:2]1[CH:3]=[C:4]([CH:7]=[C:8]([CH3:11])[C:9]=1[OH:10])[CH:5]=O.C([O-])(=O)C.[NH4+].[N+:17]([CH3:20])([O-:19])=[O:18], predict the reaction product. The product is: [CH3:1][C:2]1[CH:3]=[C:4]([CH:5]=[CH:20][N+:17]([O-:19])=[O:18])[CH:7]=[C:8]([CH3:11])[C:9]=1[OH:10]. (6) Given the reactants OCC1C=CC([C:9]2[C:17]3[C:16]([C:18]([O-:20])=O)=[CH:15][CH:14]=[N:13][C:12]=3[N:11]([CH:21]([CH3:23])[CH3:22])[N:10]=2)=CC=1.[OH-].[Na+].[NH2:26][CH2:27][C:28]1[C:29](=[O:36])[NH:30][C:31]([CH3:35])=[CH:32][C:33]=1[CH3:34].C1CN([P+](ON2N=N[C:56]3[CH:57]=[CH:58][CH:59]=[CH:60][C:55]2=3)(N2CCCC2)N2CCCC2)CC1.F[P-](F)(F)(F)(F)F.[C:70]([O-])(O)=[O:71].[Na+], predict the reaction product. The product is: [CH3:34][C:33]1[CH:32]=[C:31]([CH3:35])[NH:30][C:29](=[O:36])[C:28]=1[CH2:27][NH:26][C:18]([C:16]1[C:17]2[CH:9]=[N:10][N:11]([CH:21]([CH3:22])[CH3:23])[C:12]=2[N:13]=[C:14]([C:59]2[CH:60]=[CH:55][C:56]([CH2:70][OH:71])=[CH:57][CH:58]=2)[CH:15]=1)=[O:20].